Dataset: Forward reaction prediction with 1.9M reactions from USPTO patents (1976-2016). Task: Predict the product of the given reaction. (1) Given the reactants [NH2:1][C:2]1[C:10]([O:11]C)=[CH:9][C:8]([Br:13])=[C:7]([C:14]2[CH:19]=[CH:18][N:17]=[C:16]([CH3:20])[CH:15]=2)[C:3]=1[C:4]([OH:6])=O.[CH:21]([NH2:23])=O, predict the reaction product. The product is: [Br:13][C:8]1[C:7]([C:14]2[CH:19]=[CH:18][N:17]=[C:16]([CH3:20])[CH:15]=2)=[C:3]2[C:2](=[C:10]([OH:11])[CH:9]=1)[N:1]=[CH:21][NH:23][C:4]2=[O:6]. (2) The product is: [CH:22]([OH:25])([CH3:24])[CH3:23].[CH3:21][N:2]([CH3:1])[CH2:3][CH2:4][C:5]1[C:13]2[C:8](=[CH:9][CH:10]=[C:11]([CH2:14][C@H:15]3[CH2:19][O:18][C:17](=[O:20])[NH:16]3)[CH:12]=2)[NH:7][CH:6]=1. Given the reactants [CH3:1][N:2]([CH3:21])[CH2:3][CH2:4][C:5]1[C:13]2[C:8](=[CH:9][CH:10]=[C:11]([CH2:14][C@H:15]3[CH2:19][O:18][C:17](=[O:20])[NH:16]3)[CH:12]=2)[NH:7][CH:6]=1.[CH:22]([OH:25])([CH3:24])[CH3:23], predict the reaction product. (3) Given the reactants Br[C:2]1[CH:3]=[C:4]([CH3:17])[C:5]([O:9][CH2:10][C:11]2[CH:16]=[CH:15][CH:14]=[CH:13][CH:12]=2)=[C:6]([CH3:8])[CH:7]=1.C([Li])(C)(C)C.CCCCC.[CH2:28]([N:35]1[C:43]2[C:38](=[CH:39][CH:40]=[CH:41][CH:42]=2)[C:37](=[O:44])[C:36]1=[O:45])[C:29]1[CH:34]=[CH:33][CH:32]=[CH:31][CH:30]=1, predict the reaction product. The product is: [CH2:28]([N:35]1[C:43]2[C:38](=[CH:39][CH:40]=[CH:41][CH:42]=2)[C:37]([C:2]2[CH:3]=[C:4]([CH3:17])[C:5]([O:9][CH2:10][C:11]3[CH:16]=[CH:15][CH:14]=[CH:13][CH:12]=3)=[C:6]([CH3:8])[CH:7]=2)([OH:44])[C:36]1=[O:45])[C:29]1[CH:30]=[CH:31][CH:32]=[CH:33][CH:34]=1.